The task is: Predict the product of the given reaction.. This data is from Forward reaction prediction with 1.9M reactions from USPTO patents (1976-2016). The product is: [F:29][C:28]([F:31])([F:30])[C:26]([O-:32])=[O:27].[NH2:1][C:2]([C:4]1[C:12]2[C:8](=[C:9]([F:29])[N:10]([CH:13]3[CH2:17][CH2:16][NH2+:15][CH2:14]3)[N:11]=2)[CH:7]=[CH:6][CH:5]=1)=[O:3]. Given the reactants [NH2:1][C:2]([C:4]1[C:12]2[C:8](=[CH:9][N:10]([CH:13]3[CH2:17][CH2:16][N:15](C(OC(C)(C)C)=O)[CH2:14]3)[N:11]=2)[CH:7]=[C:6](F)[CH:5]=1)=[O:3].[C:26]([OH:32])([C:28]([F:31])([F:30])[F:29])=[O:27].C(Cl)Cl, predict the reaction product.